Dataset: NCI-60 drug combinations with 297,098 pairs across 59 cell lines. Task: Regression. Given two drug SMILES strings and cell line genomic features, predict the synergy score measuring deviation from expected non-interaction effect. (1) Drug 2: C(CCl)NC(=O)N(CCCl)N=O. Synergy scores: CSS=-2.95, Synergy_ZIP=0.855, Synergy_Bliss=-1.00, Synergy_Loewe=-5.31, Synergy_HSA=-4.70. Cell line: PC-3. Drug 1: CC(C)NC(=O)C1=CC=C(C=C1)CNNC.Cl. (2) Cell line: UACC62. Drug 2: CCCS(=O)(=O)NC1=C(C(=C(C=C1)F)C(=O)C2=CNC3=C2C=C(C=N3)C4=CC=C(C=C4)Cl)F. Drug 1: C1CCC(C1)C(CC#N)N2C=C(C=N2)C3=C4C=CNC4=NC=N3. Synergy scores: CSS=24.2, Synergy_ZIP=2.28, Synergy_Bliss=1.12, Synergy_Loewe=-29.0, Synergy_HSA=-5.49. (3) Drug 1: CC1=C(C=C(C=C1)NC2=NC=CC(=N2)N(C)C3=CC4=NN(C(=C4C=C3)C)C)S(=O)(=O)N.Cl. Drug 2: C1=NNC2=C1C(=O)NC=N2. Cell line: TK-10. Synergy scores: CSS=7.02, Synergy_ZIP=0.0497, Synergy_Bliss=5.92, Synergy_Loewe=4.07, Synergy_HSA=3.97. (4) Drug 1: CC1CCC2CC(C(=CC=CC=CC(CC(C(=O)C(C(C(=CC(C(=O)CC(OC(=O)C3CCCCN3C(=O)C(=O)C1(O2)O)C(C)CC4CCC(C(C4)OC)OCCO)C)C)O)OC)C)C)C)OC. Drug 2: C1C(C(OC1N2C=NC(=NC2=O)N)CO)O. Cell line: OVCAR-5. Synergy scores: CSS=15.9, Synergy_ZIP=-3.29, Synergy_Bliss=1.18, Synergy_Loewe=0.880, Synergy_HSA=0.695.